From a dataset of Full USPTO retrosynthesis dataset with 1.9M reactions from patents (1976-2016). Predict the reactants needed to synthesize the given product. (1) Given the product [C:1]([N:4]1[C:12]2[C:7](=[CH:8][C:9]([C:13]([Cl:23])=[O:14])=[CH:10][CH:11]=2)[C:6]([C:16]2[CH:21]=[CH:20][C:19]([F:22])=[CH:18][CH:17]=2)=[N:5]1)(=[O:3])[CH3:2], predict the reactants needed to synthesize it. The reactants are: [C:1]([N:4]1[C:12]2[C:7](=[CH:8][C:9]([C:13](O)=[O:14])=[CH:10][CH:11]=2)[C:6]([C:16]2[CH:21]=[CH:20][C:19]([F:22])=[CH:18][CH:17]=2)=[N:5]1)(=[O:3])[CH3:2].[Cl:23]CCl.C(Cl)(=O)C(Cl)=O. (2) Given the product [OH:16][CH2:15][C:12]1[N:13]=[CH:14][C:9]([C:19]2[N:20]=[C:21]3[C:26](=[CH:27][CH:28]=2)[N:25]=[CH:24][C:23]2[CH:29]=[CH:30][C:31](=[O:43])[N:32]([C:33]4[CH:38]=[CH:37][CH:36]=[C:35]([C:39]([F:41])([F:40])[F:42])[CH:34]=4)[C:22]3=2)=[CH:10][CH:11]=1, predict the reactants needed to synthesize it. The reactants are: CC1(C)C(C)(C)OB([C:9]2[CH:10]=[CH:11][C:12]([CH2:15][OH:16])=[N:13][CH:14]=2)O1.Cl[C:19]1[N:20]=[C:21]2[C:26](=[CH:27][CH:28]=1)[N:25]=[CH:24][C:23]1[CH:29]=[CH:30][C:31](=[O:43])[N:32]([C:33]3[CH:38]=[CH:37][CH:36]=[C:35]([C:39]([F:42])([F:41])[F:40])[CH:34]=3)[C:22]2=1.C(=O)([O-])[O-].[Na+].[Na+]. (3) Given the product [CH:38]1([CH2:41][O:42][C:43]2[CH:51]=[CH:50][C:46]3[O:47][CH2:48][O:49][C:45]=3[C:44]=2[C:52]2[C:53]3[NH:60][CH:59]=[C:58]([C:61]([NH:1][C@@H:2]([CH2:3][C:4]([N:6]4[CH2:11][CH2:10][CH:9]([N:12]5[C:17](=[O:18])[C:16]([CH3:20])([CH3:19])[CH2:15][C:14]([C:21]6[CH:26]=[CH:25][C:24]([O:27][CH3:28])=[C:23]([O:29][CH3:30])[CH:22]=6)=[N:13]5)[CH2:8][CH2:7]4)=[O:5])[CH2:31][C:32]4[CH:37]=[CH:36][CH:35]=[CH:34][CH:33]=4)=[O:62])[C:54]=3[N:55]=[CH:56][N:57]=2)[CH2:39][CH2:40]1, predict the reactants needed to synthesize it. The reactants are: [NH2:1][C@H:2]([CH2:31][C:32]1[CH:37]=[CH:36][CH:35]=[CH:34][CH:33]=1)[CH2:3][C:4]([N:6]1[CH2:11][CH2:10][CH:9]([N:12]2[C:17](=[O:18])[C:16]([CH3:20])([CH3:19])[CH2:15][C:14]([C:21]3[CH:26]=[CH:25][C:24]([O:27][CH3:28])=[C:23]([O:29][CH3:30])[CH:22]=3)=[N:13]2)[CH2:8][CH2:7]1)=[O:5].[CH:38]1([CH2:41][O:42][C:43]2[CH:51]=[CH:50][C:46]3[O:47][CH2:48][O:49][C:45]=3[C:44]=2[C:52]2[C:53]3[NH:60][CH:59]=[C:58]([C:61](O)=[O:62])[C:54]=3[N:55]=[CH:56][N:57]=2)[CH2:40][CH2:39]1.CCOC(C(C#N)=NOC(N1CCOCC1)=[N+](C)C)=O.F[P-](F)(F)(F)(F)F.CCN(C(C)C)C(C)C.C(=O)(O)[O-].[Na+]. (4) Given the product [Cl:3][C:4]1[C:5]([F:33])=[C:6]([NH:10][C:11]2[C:20]3[C:15](=[CH:16][C:17]([O:31][CH3:32])=[C:18]([O:21][C@@H:22]4[CH2:27][CH2:26][N:25]([CH3:34])[C@@H:24]([C:28]([NH2:30])=[O:29])[CH2:23]4)[CH:19]=3)[N:14]=[CH:13][N:12]=2)[CH:7]=[CH:8][CH:9]=1, predict the reactants needed to synthesize it. The reactants are: C=O.[Cl:3][C:4]1[C:5]([F:33])=[C:6]([NH:10][C:11]2[C:20]3[C:15](=[CH:16][C:17]([O:31][CH3:32])=[C:18]([O:21][C@@H:22]4[CH2:27][CH2:26][NH:25][C@@H:24]([C:28]([NH2:30])=[O:29])[CH2:23]4)[CH:19]=3)[N:14]=[CH:13][N:12]=2)[CH:7]=[CH:8][CH:9]=1.[C:34](O[BH-](OC(=O)C)OC(=O)C)(=O)C.[Na+].C([O-])(O)=O.[Na+]. (5) Given the product [C:4]1(/[C:10](=[N:20]/[O:21][CH2:22][C:23]2[CH:28]=[CH:27][C:26]([O:29][CH2:30][C:31]3[O:35][N:34]=[C:33]([C:36]4[CH:41]=[CH:40][CH:39]=[CH:38][CH:37]=4)[N:32]=3)=[CH:25][CH:24]=2)/[CH2:11][CH2:12][CH2:13][CH2:14][C:15]([OH:17])=[O:16])[CH:5]=[CH:6][CH:7]=[CH:8][CH:9]=1, predict the reactants needed to synthesize it. The reactants are: O.[OH-].[Li+].[C:4]1(/[C:10](=[N:20]/[O:21][CH2:22][C:23]2[CH:28]=[CH:27][C:26]([O:29][CH2:30][C:31]3[O:35][N:34]=[C:33]([C:36]4[CH:41]=[CH:40][CH:39]=[CH:38][CH:37]=4)[N:32]=3)=[CH:25][CH:24]=2)/[CH2:11][CH2:12][CH2:13][CH2:14][C:15]([O:17]CC)=[O:16])[CH:9]=[CH:8][CH:7]=[CH:6][CH:5]=1.O.Cl. (6) Given the product [CH2:21]([O:23][C:24]1[CH:25]=[C:26]([C@@H:32]2[C@H:37]([NH:38][C:9]([C:8]3[CH:7]=[CH:6][C:5]([C:3]([O:2][CH3:1])=[O:4])=[CH:13][CH:12]=3)=[O:11])[CH2:36][CH2:35][S:34][CH2:33]2)[CH:27]=[CH:28][C:29]=1[O:30][CH3:31])[CH3:22], predict the reactants needed to synthesize it. The reactants are: [CH3:1][O:2][C:3]([C:5]1[CH:13]=[CH:12][C:8]([C:9]([OH:11])=O)=[CH:7][CH:6]=1)=[O:4].C(Cl)(=O)C(Cl)=O.Cl.[CH2:21]([O:23][C:24]1[CH:25]=[C:26]([C@@H:32]2[C@H:37]([NH2:38])[CH2:36][CH2:35][S:34][CH2:33]2)[CH:27]=[CH:28][C:29]=1[O:30][CH3:31])[CH3:22].CCN(C(C)C)C(C)C.